From a dataset of Catalyst prediction with 721,799 reactions and 888 catalyst types from USPTO. Predict which catalyst facilitates the given reaction. Reactant: [CH3:1][O:2][N:3]=[C:4]([C:9]([O:11]C)=[O:10])[C:5]([O:7]C)=[O:6].[OH-].[Na+].[N+]([O-])(O)=O.[N+]([O-])([O-])=O.[Ag+:23]. Product: [CH3:1][O:2][N:3]=[C:4]([C:9]([O-:11])=[O:10])[C:5]([O-:7])=[O:6].[Ag+2:23]. The catalyst class is: 6.